The task is: Predict the reactants needed to synthesize the given product.. This data is from Full USPTO retrosynthesis dataset with 1.9M reactions from patents (1976-2016). (1) Given the product [Br:25][C:26]1[CH:31]=[CH:30][CH:29]=[C:28]([CH2:32][CH3:1])[N:27]=1, predict the reactants needed to synthesize it. The reactants are: [CH2:1]([Li])CCC.C(NC(C)C)(C)C.O1CCCC1.C(=O)=O.CC(C)=O.[Br:25][C:26]1[CH:31]=[CH:30][CH:29]=[C:28]([CH3:32])[N:27]=1.CI. (2) Given the product [Br:1][C:6]1[CH:8]=[CH:9][C:3]([F:2])=[C:4]([O:10][CH3:11])[CH:5]=1, predict the reactants needed to synthesize it. The reactants are: [BrH:1].[F:2][C:3]1[CH:9]=[CH:8][C:6](N)=[CH:5][C:4]=1[O:10][CH3:11].N([O-])=O.[Na+].